Dataset: Catalyst prediction with 721,799 reactions and 888 catalyst types from USPTO. Task: Predict which catalyst facilitates the given reaction. Reactant: [F:1][C:2]1[C:3]([C:8]#[N:9])=[N:4][CH:5]=[CH:6][CH:7]=1. Product: [F:1][C:2]1[C:3]([CH2:8][NH2:9])=[N:4][CH:5]=[CH:6][CH:7]=1. The catalyst class is: 750.